This data is from Reaction yield outcomes from USPTO patents with 853,638 reactions. The task is: Predict the reaction yield, written as a fraction of the theoretical maximum amount of product (1.0 means a 100% yield; for example, 0.34 means a 34% yield). (1) The reactants are [Br:1][CH:2]([CH3:6])[C:3](Cl)=[O:4].[NH:7]1[C:15]2[C:10](=[CH:11][CH:12]=[CH:13][C:14]=2[CH2:16][NH:17][CH2:18][C:19]2[CH:24]=[CH:23][C:22]([O:25][CH3:26])=[CH:21][C:20]=2[O:27][CH3:28])[CH:9]=[CH:8]1.C(N(CC)CC)C. The catalyst is O1CCCC1. The product is [CH3:28][O:27][C:20]1[CH:21]=[C:22]([O:25][CH3:26])[CH:23]=[CH:24][C:19]=1[CH2:18][N:17]([CH2:16][C:14]1[CH:13]=[CH:12][CH:11]=[C:10]2[C:15]=1[NH:7][CH:8]=[CH:9]2)[C:3](=[O:4])[CH:2]([Br:1])[CH3:6]. The yield is 0.630. (2) The yield is 0.890. The reactants are [Cl:1][C:2]1[C:11]([N+:12]([O-:14])=[O:13])=[CH:10][C:5]2[NH:6][C:7](=O)[NH:8][C:4]=2[CH:3]=1.P(Cl)(Cl)([Cl:17])=O. No catalyst specified. The product is [Cl:17][C:7]1[NH:8][C:4]2[CH:3]=[C:2]([Cl:1])[C:11]([N+:12]([O-:14])=[O:13])=[CH:10][C:5]=2[N:6]=1. (3) The reactants are [Cl-].O[NH3+:3].[C:4](=[O:7])([O-])[OH:5].[Na+].CS(C)=O.[CH2:13]([C:17]1[N:21]([CH2:22][C:23]2[CH:28]=[CH:27][C:26]([C:29]3[C:30]([C:35]#[N:36])=[CH:31][CH:32]=[CH:33][CH:34]=3)=[CH:25][CH:24]=2)[C:20](=[O:37])[N:19]([CH2:38][CH2:39][C:40]2[CH:45]=[CH:44][CH:43]=[CH:42][CH:41]=2)[N:18]=1)[CH2:14][CH2:15][CH3:16]. The catalyst is C(OCC)(=O)C. The product is [CH2:13]([C:17]1[N:21]([CH2:22][C:23]2[CH:28]=[CH:27][C:26]([C:29]3[CH:34]=[CH:33][CH:32]=[CH:31][C:30]=3[C:35]3[NH:3][C:4](=[O:7])[O:5][N:36]=3)=[CH:25][CH:24]=2)[C:20](=[O:37])[N:19]([CH2:38][CH2:39][C:40]2[CH:45]=[CH:44][CH:43]=[CH:42][CH:41]=2)[N:18]=1)[CH2:14][CH2:15][CH3:16]. The yield is 0.550. (4) The reactants are [Li]CCCC.Br[C:7]1[CH:19]=[CH:18][C:17]2[C:16]3[C:11](=[CH:12][CH:13]=[CH:14][CH:15]=3)[C:10]([CH2:28][CH2:29][CH2:30][CH2:31][CH2:32][CH2:33][CH2:34][CH3:35])([CH2:20][CH2:21][CH2:22][CH2:23][CH2:24][CH2:25][CH2:26][CH3:27])[C:9]=2[CH:8]=1.[B:36](OC(C)C)([O:41]C(C)C)[O:37]C(C)C. The catalyst is C1COCC1. The product is [CH2:20]([C:10]1([CH2:28][CH2:29][CH2:30][CH2:31][CH2:32][CH2:33][CH2:34][CH3:35])[C:9]2[CH:8]=[C:7]([B:36]([OH:41])[OH:37])[CH:19]=[CH:18][C:17]=2[C:16]2[C:11]1=[CH:12][CH:13]=[CH:14][CH:15]=2)[CH2:21][CH2:22][CH2:23][CH2:24][CH2:25][CH2:26][CH3:27]. The yield is 0.890. (5) The reactants are [F:1][C:2]([F:14])([F:13])[C:3]([C:9]([F:12])([F:11])[F:10])([OH:8])[CH2:4][CH2:5][CH2:6][OH:7].C[Li].[CH2:17]([Li])CCC.[C:22](Cl)(=[O:26])[C:23]([CH3:25])=[CH2:24]. No catalyst specified. The product is [C:22]([O:7][CH2:6][CH:5]([CH3:17])[CH2:4][C:3]([C:9]([F:10])([F:11])[F:12])([OH:8])[C:2]([F:13])([F:14])[F:1])(=[O:26])[C:23]([CH3:25])=[CH2:24]. The yield is 0.760. (6) The reactants are FC(F)(F)S(O[C:7]1[C:16]2[C:11](=[CH:12][CH:13]=[C:14]([O:17][CH3:18])[CH:15]=2)[CH:10]=[CH:9][CH:8]=1)(=O)=O.[CH:21]([N:23]1[C:27](=[O:28])[C:26]2=[CH:29][CH:30]=[CH:31][CH:32]=[C:25]2[C:24]1=[O:33])=[CH2:22].C(N(C(C)C)CC)(C)C.C1(C)C=CC=CC=1. The catalyst is C1(P(C2C=CC=CC=2)C2C=CC=CC=2)C=CC=CC=1.C1(P(C2C=CC=CC=2)C2C=CC=CC=2)C=CC=CC=1.C1(P(C2C=CC=CC=2)C2C=CC=CC=2)C=CC=CC=1.C1(P(C2C=CC=CC=2)C2C=CC=CC=2)C=CC=CC=1.[Pd].C(OCC)(=O)C. The product is [CH3:18][O:17][C:14]1[CH:15]=[C:16]2[C:11]([CH:10]=[CH:9][CH:8]=[C:7]2[CH:22]=[CH:21][N:23]2[C:24](=[O:33])[C:25]3[C:26](=[CH:29][CH:30]=[CH:31][CH:32]=3)[C:27]2=[O:28])=[CH:12][CH:13]=1. The yield is 0.800.